Predict which catalyst facilitates the given reaction. From a dataset of Catalyst prediction with 721,799 reactions and 888 catalyst types from USPTO. Reactant: [OH-].[Li+].[Cl:3][C:4]1[CH:5]=[C:6]([CH2:10][O:11][C:12]2[CH:13]=[CH:14][C:15]([CH3:23])=[C:16]([CH:22]=2)[C:17]([O:19]CC)=[O:18])[CH:7]=[CH:8][CH:9]=1. Product: [Cl:3][C:4]1[CH:5]=[C:6]([CH2:10][O:11][C:12]2[CH:13]=[CH:14][C:15]([CH3:23])=[C:16]([CH:22]=2)[C:17]([OH:19])=[O:18])[CH:7]=[CH:8][CH:9]=1. The catalyst class is: 38.